Predict the reactants needed to synthesize the given product. From a dataset of Full USPTO retrosynthesis dataset with 1.9M reactions from patents (1976-2016). The reactants are: [CH3:1][C:2]1[C:6]([O:7][C:8]2[CH:13]=[CH:12][C:11]([CH2:14][OH:15])=[CH:10][CH:9]=2)=[C:5]([CH3:16])[N:4]([C:17]2[N:22]=[C:21]([C:23]3[CH:28]=[CH:27][CH:26]=[CH:25][N:24]=3)[CH:20]=[CH:19][N:18]=2)[N:3]=1.CC(OI1(OC(C)=O)(OC(C)=O)OC(=O)C2C=CC=CC1=2)=O. Given the product [CH3:1][C:2]1[C:6]([O:7][C:8]2[CH:9]=[CH:10][C:11]([CH:14]=[O:15])=[CH:12][CH:13]=2)=[C:5]([CH3:16])[N:4]([C:17]2[N:22]=[C:21]([C:23]3[CH:28]=[CH:27][CH:26]=[CH:25][N:24]=3)[CH:20]=[CH:19][N:18]=2)[N:3]=1, predict the reactants needed to synthesize it.